Dataset: Peptide-MHC class I binding affinity with 185,985 pairs from IEDB/IMGT. Task: Regression. Given a peptide amino acid sequence and an MHC pseudo amino acid sequence, predict their binding affinity value. This is MHC class I binding data. (1) The peptide sequence is VTAKWLWGF. The MHC is HLA-A01:01 with pseudo-sequence HLA-A01:01. The binding affinity (normalized) is 0.118. (2) The peptide sequence is LLGLWGIAAS. The MHC is HLA-A02:02 with pseudo-sequence HLA-A02:02. The binding affinity (normalized) is 0.319. (3) The peptide sequence is TIQRFSSLR. The MHC is HLA-A33:01 with pseudo-sequence HLA-A33:01. The binding affinity (normalized) is 0.842. (4) The MHC is HLA-A23:01 with pseudo-sequence HLA-A23:01. The binding affinity (normalized) is 0.553. The peptide sequence is YYNNFNNNY. (5) The peptide sequence is YTMELCGAM. The MHC is HLA-B15:42 with pseudo-sequence HLA-B15:42. The binding affinity (normalized) is 0.213. (6) The peptide sequence is EIDVLPFDI. The MHC is HLA-A68:02 with pseudo-sequence HLA-A68:02. The binding affinity (normalized) is 0.277. (7) The peptide sequence is FYFTNDVSF. The MHC is HLA-A23:01 with pseudo-sequence HLA-A23:01. The binding affinity (normalized) is 0.325. (8) The peptide sequence is FVVMLIIIM. The MHC is H-2-Kb with pseudo-sequence H-2-Kb. The binding affinity (normalized) is 0.100. (9) The peptide sequence is RRDNRRGF. The MHC is HLA-B27:05 with pseudo-sequence HLA-B27:05. The binding affinity (normalized) is 0.521.